Dataset: NCI-60 drug combinations with 297,098 pairs across 59 cell lines. Task: Regression. Given two drug SMILES strings and cell line genomic features, predict the synergy score measuring deviation from expected non-interaction effect. (1) Drug 1: CCN(CC)CCNC(=O)C1=C(NC(=C1C)C=C2C3=C(C=CC(=C3)F)NC2=O)C. Drug 2: C1CCC(C(C1)N)N.C(=O)(C(=O)[O-])[O-].[Pt+4]. Cell line: UO-31. Synergy scores: CSS=2.79, Synergy_ZIP=-3.35, Synergy_Bliss=-1.35, Synergy_Loewe=-11.8, Synergy_HSA=-7.60. (2) Drug 1: CC12CCC3C(C1CCC2=O)CC(=C)C4=CC(=O)C=CC34C. Drug 2: CC1CCC2CC(C(=CC=CC=CC(CC(C(=O)C(C(C(=CC(C(=O)CC(OC(=O)C3CCCCN3C(=O)C(=O)C1(O2)O)C(C)CC4CCC(C(C4)OC)O)C)C)O)OC)C)C)C)OC. Cell line: ACHN. Synergy scores: CSS=46.0, Synergy_ZIP=-4.61, Synergy_Bliss=-7.01, Synergy_Loewe=-4.69, Synergy_HSA=-4.16. (3) Drug 1: C1=NC(=NC(=O)N1C2C(C(C(O2)CO)O)O)N. Drug 2: CC1=C(C(=O)C2=C(C1=O)N3CC4C(C3(C2COC(=O)N)OC)N4)N. Cell line: 786-0. Synergy scores: CSS=39.2, Synergy_ZIP=-8.27, Synergy_Bliss=-0.234, Synergy_Loewe=2.66, Synergy_HSA=3.17. (4) Drug 1: COC1=CC(=CC(=C1O)OC)C2C3C(COC3=O)C(C4=CC5=C(C=C24)OCO5)OC6C(C(C7C(O6)COC(O7)C8=CC=CS8)O)O. Drug 2: C1=CN(C=N1)CC(O)(P(=O)(O)O)P(=O)(O)O. Cell line: MDA-MB-231. Synergy scores: CSS=-3.35, Synergy_ZIP=-10.6, Synergy_Bliss=-21.4, Synergy_Loewe=-38.2, Synergy_HSA=-19.8.